This data is from Forward reaction prediction with 1.9M reactions from USPTO patents (1976-2016). The task is: Predict the product of the given reaction. (1) Given the reactants [Li+].[OH-].C([C:5]1[C:14]2[C:9](=[CH:10][CH:11]=[C:12]([C:15]3[CH:20]=[CH:19][C:18]([F:21])=[CH:17][CH:16]=3)[CH:13]=2)[C:8]([C:22]2[CH:27]=[CH:26][C:25]([C@@H:28]([OH:32])[CH:29]([F:31])[F:30])=[CH:24][CH:23]=2)=[CH:7][C:6]=1[C:33]([OH:35])=[O:34])C, predict the reaction product. The product is: [F:31][CH:29]([F:30])[C@@H:28]([C:25]1[CH:24]=[CH:23][C:22]([C:8]2[C:9]3[C:14](=[CH:13][C:12]([C:15]4[CH:20]=[CH:19][C:18]([F:21])=[CH:17][CH:16]=4)=[CH:11][CH:10]=3)[CH:5]=[C:6]([C:33]([OH:35])=[O:34])[CH:7]=2)=[CH:27][CH:26]=1)[OH:32]. (2) The product is: [NH:18]1[C:19]2[C:24](=[CH:23][CH:22]=[CH:21][CH:20]=2)[C:16]([CH2:15][CH2:14][N:13]2[C:27](=[O:28])[C:26]([OH:25])=[C:32]([C:33](=[O:38])[C:34]([CH3:36])([CH3:35])[CH3:37])[CH:1]2[C:3]2[CH:12]=[CH:11][C:6]([C:7]([O:9][CH3:10])=[O:8])=[CH:5][CH:4]=2)=[CH:17]1. Given the reactants [CH:1]([C:3]1[CH:12]=[CH:11][C:6]([C:7]([O:9][CH3:10])=[O:8])=[CH:5][CH:4]=1)=O.[NH2:13][CH2:14][CH2:15][C:16]1[C:24]2[C:19](=[CH:20][CH:21]=[CH:22][CH:23]=2)[NH:18][CH:17]=1.[OH:25]/[C:26](=[CH:32]\[C:33](=[O:38])[C:34]([CH3:37])([CH3:36])[CH3:35])/[C:27](OCC)=[O:28], predict the reaction product.